From a dataset of Catalyst prediction with 721,799 reactions and 888 catalyst types from USPTO. Predict which catalyst facilitates the given reaction. (1) Reactant: [CH3:1][O:2][C:3](=[O:45])[NH:4][C@H:5]([C:10]([NH:12][N:13]([CH2:37][C:38]1[CH:43]=[CH:42][C:41](Br)=[CH:40][CH:39]=1)[CH2:14][C@:15]([OH:36])([C:23](=[O:35])[NH:24][C@H:25]1[C:33]2[C:28](=[CH:29][CH:30]=[CH:31][CH:32]=2)[CH2:27][C@H:26]1[OH:34])[CH2:16][C:17]1[CH:22]=[CH:21][CH:20]=[CH:19][CH:18]=1)=[O:11])[C:6]([CH3:9])([CH3:8])[CH3:7].[CH3:46][C:47]1[C:51](B(O)O)=[C:50]([CH3:55])[O:49][N:48]=1.C([O-])([O-])=O.[Na+].[Na+].CCO. Product: [CH3:1][O:2][C:3](=[O:45])[NH:4][C@H:5]([C:10]([NH:12][N:13]([CH2:37][C:38]1[CH:43]=[CH:42][C:41]([C:51]2[C:47]([CH3:46])=[N:48][O:49][C:50]=2[CH3:55])=[CH:40][CH:39]=1)[CH2:14][C@:15]([OH:36])([C:23](=[O:35])[NH:24][C@H:25]1[C:33]2[C:28](=[CH:29][CH:30]=[CH:31][CH:32]=2)[CH2:27][C@H:26]1[OH:34])[CH2:16][C:17]1[CH:22]=[CH:21][CH:20]=[CH:19][CH:18]=1)=[O:11])[C:6]([CH3:9])([CH3:8])[CH3:7]. The catalyst class is: 57. (2) Reactant: [Cl:1][C:2]1[CH:25]=[CH:24][C:5]2[N:6]=[C:7]([NH:9][C:10]3[N:14]([CH2:15][CH3:16])[C:13]4[CH:17]=[CH:18][C:19]([C:21]([OH:23])=O)=[CH:20][C:12]=4[N:11]=3)[S:8][C:4]=2[CH:3]=1.[CH2:26]([NH2:28])[CH3:27].CN(C(ON1N=NC2C=CC=CC1=2)=[N+](C)C)C.F[P-](F)(F)(F)(F)F.CCN(C(C)C)C(C)C. The catalyst class is: 3. Product: [CH2:26]([NH:28][C:21]([C:19]1[CH:18]=[CH:17][C:13]2[N:14]([CH2:15][CH3:16])[C:10]([NH:9][C:7]3[S:8][C:4]4[CH:3]=[C:2]([Cl:1])[CH:25]=[CH:24][C:5]=4[N:6]=3)=[N:11][C:12]=2[CH:20]=1)=[O:23])[CH3:27]. (3) Reactant: [CH3:1][O:2][C:3]1[CH:8]=[CH:7][C:6]([N:9]2[C:13]([NH2:14])=[CH:12][CH:11]=[N:10]2)=[CH:5][CH:4]=1.CCN(C(C)C)C(C)C.[Br:24][CH2:25][C:26](Br)=[O:27]. Product: [Br:24][CH2:25][C:26]([NH:14][C:13]1[N:9]([C:6]2[CH:5]=[CH:4][C:3]([O:2][CH3:1])=[CH:8][CH:7]=2)[N:10]=[CH:11][CH:12]=1)=[O:27]. The catalyst class is: 2. (4) Reactant: [C:1]([C:3]1[CH:4]=[C:5]([CH:9]=[CH:10][CH:11]=1)[C:6](O)=[O:7])#[N:2].B.C1COCC1. Product: [OH:7][CH2:6][C:5]1[CH:4]=[C:3]([CH:11]=[CH:10][CH:9]=1)[C:1]#[N:2]. The catalyst class is: 1. (5) Reactant: [F:1][C:2]([F:12])([F:11])[C:3]([NH:5][C@H:6]([C:8]([OH:10])=O)[CH3:7])=[O:4].C(Cl)(=O)C(Cl)=O.[Al+3].[Cl-].[Cl-].[Cl-].Cl.[C:24]1([S:30][CH3:31])[CH:29]=[CH:28][CH:27]=CC=1. Product: [F:11][C:2]([F:1])([F:12])[C:3]([NH:5][CH:6]([CH3:7])[C:8]([C:24]1[S:30][CH:31]=[C:28]([CH3:27])[CH:29]=1)=[O:10])=[O:4]. The catalyst class is: 17. (6) Reactant: [Cl:1][C:2]1[CH:3]=[C:4]([CH2:9][C:10]#[N:11])[CH:5]=[CH:6][C:7]=1[Cl:8].[CH2:12]([C@H:14]1[O:16][CH2:15]1)Cl.C[Si]([N-][Si](C)(C)C)(C)C.[Na+]. Product: [NH2:11][CH2:10][C@:9]1([C:4]2[CH:5]=[CH:6][C:7]([Cl:8])=[C:2]([Cl:1])[CH:3]=2)[CH2:12][C@@H:14]1[CH2:15][OH:16]. The catalyst class is: 7. (7) Reactant: F[C:2]1[CH:7]=[CH:6][C:5]([N+:8]([O-:10])=[O:9])=[CH:4][C:3]=1[CH2:11][C:12]([OH:14])=[O:13].[C:15]([NH2:19])([CH3:18])([CH3:17])[CH3:16]. Product: [C:15]([NH:19][C:2]1[CH:7]=[CH:6][C:5]([N+:8]([O-:10])=[O:9])=[CH:4][C:3]=1[CH2:11][C:12]([OH:14])=[O:13])([CH3:18])([CH3:17])[CH3:16]. The catalyst class is: 58. (8) Reactant: Br[C:2]1[C:6]2[N:7]([CH2:10][C:11]3[CH:16]=[CH:15][C:14]([C:17]([F:20])([F:19])[F:18])=[CH:13][CH:12]=3)[CH:8]=[CH:9][C:5]=2[S:4][CH:3]=1.CCN(CC)CC.C[CH2:29][O:30][C:31](C)=[O:32].O. Product: [CH3:29][O:30][C:31]([C:2]1[C:6]2[N:7]([CH2:10][C:11]3[CH:16]=[CH:15][C:14]([C:17]([F:20])([F:19])[F:18])=[CH:13][CH:12]=3)[CH:8]=[CH:9][C:5]=2[S:4][CH:3]=1)=[O:32]. The catalyst class is: 376.